Dataset: Forward reaction prediction with 1.9M reactions from USPTO patents (1976-2016). Task: Predict the product of the given reaction. Given the reactants Br[C:2]1[CH:3]=[N:4][CH:5]=[CH:6][CH:7]=1.C(=O)(O)[O-].[Na+].OB(O)[C:15]1[CH:20]=[CH:19][CH:18]=[C:17]([N+:21]([O-:23])=[O:22])[CH:16]=1, predict the reaction product. The product is: [N+:21]([C:17]1[CH:16]=[C:15]([C:2]2[CH:3]=[N:4][CH:5]=[CH:6][CH:7]=2)[CH:20]=[CH:19][CH:18]=1)([O-:23])=[O:22].